This data is from NCI-60 drug combinations with 297,098 pairs across 59 cell lines. The task is: Regression. Given two drug SMILES strings and cell line genomic features, predict the synergy score measuring deviation from expected non-interaction effect. (1) Drug 1: C1=CC(=CC=C1C#N)C(C2=CC=C(C=C2)C#N)N3C=NC=N3. Drug 2: CC1=C(C=C(C=C1)C(=O)NC2=CC(=CC(=C2)C(F)(F)F)N3C=C(N=C3)C)NC4=NC=CC(=N4)C5=CN=CC=C5. Cell line: SR. Synergy scores: CSS=-6.09, Synergy_ZIP=2.64, Synergy_Bliss=1.25, Synergy_Loewe=-7.01, Synergy_HSA=-6.48. (2) Drug 1: CC1=C2C(C(=O)C3(C(CC4C(C3C(C(C2(C)C)(CC1OC(=O)C(C(C5=CC=CC=C5)NC(=O)OC(C)(C)C)O)O)OC(=O)C6=CC=CC=C6)(CO4)OC(=O)C)OC)C)OC. Drug 2: CCCS(=O)(=O)NC1=C(C(=C(C=C1)F)C(=O)C2=CNC3=C2C=C(C=N3)C4=CC=C(C=C4)Cl)F. Cell line: SF-268. Synergy scores: CSS=53.3, Synergy_ZIP=12.2, Synergy_Bliss=14.2, Synergy_Loewe=-17.5, Synergy_HSA=12.6. (3) Drug 1: C1CCC(CC1)NC(=O)N(CCCl)N=O. Drug 2: CC1CCC2CC(C(=CC=CC=CC(CC(C(=O)C(C(C(=CC(C(=O)CC(OC(=O)C3CCCCN3C(=O)C(=O)C1(O2)O)C(C)CC4CCC(C(C4)OC)O)C)C)O)OC)C)C)C)OC. Cell line: KM12. Synergy scores: CSS=18.0, Synergy_ZIP=-9.61, Synergy_Bliss=-9.82, Synergy_Loewe=-2.96, Synergy_HSA=-2.80.